From a dataset of NCI-60 drug combinations with 297,098 pairs across 59 cell lines. Regression. Given two drug SMILES strings and cell line genomic features, predict the synergy score measuring deviation from expected non-interaction effect. (1) Drug 1: COC1=CC(=CC(=C1O)OC)C2C3C(COC3=O)C(C4=CC5=C(C=C24)OCO5)OC6C(C(C7C(O6)COC(O7)C8=CC=CS8)O)O. Drug 2: C1C(C(OC1N2C=NC(=NC2=O)N)CO)O. Cell line: HOP-92. Synergy scores: CSS=53.7, Synergy_ZIP=7.64, Synergy_Bliss=6.87, Synergy_Loewe=-1.49, Synergy_HSA=9.96. (2) Drug 2: B(C(CC(C)C)NC(=O)C(CC1=CC=CC=C1)NC(=O)C2=NC=CN=C2)(O)O. Synergy scores: CSS=28.8, Synergy_ZIP=1.88, Synergy_Bliss=1.32, Synergy_Loewe=-49.6, Synergy_HSA=-1.53. Cell line: UACC62. Drug 1: CC12CCC3C(C1CCC2O)C(CC4=C3C=CC(=C4)O)CCCCCCCCCS(=O)CCCC(C(F)(F)F)(F)F. (3) Drug 1: CCC(=C(C1=CC=CC=C1)C2=CC=C(C=C2)OCCN(C)C)C3=CC=CC=C3.C(C(=O)O)C(CC(=O)O)(C(=O)O)O. Drug 2: CC(C)(C#N)C1=CC(=CC(=C1)CN2C=NC=N2)C(C)(C)C#N. Cell line: SK-OV-3. Synergy scores: CSS=-1.99, Synergy_ZIP=0.422, Synergy_Bliss=1.65, Synergy_Loewe=-3.15, Synergy_HSA=-3.06. (4) Drug 1: CNC(=O)C1=CC=CC=C1SC2=CC3=C(C=C2)C(=NN3)C=CC4=CC=CC=N4. Drug 2: C1CCC(C(C1)N)N.C(=O)(C(=O)[O-])[O-].[Pt+4]. Cell line: NCI-H226. Synergy scores: CSS=14.5, Synergy_ZIP=-0.0720, Synergy_Bliss=6.29, Synergy_Loewe=4.69, Synergy_HSA=5.45. (5) Cell line: OVCAR-8. Drug 2: CC1=C(C=C(C=C1)C(=O)NC2=CC(=CC(=C2)C(F)(F)F)N3C=C(N=C3)C)NC4=NC=CC(=N4)C5=CN=CC=C5. Drug 1: C1=NC2=C(N=C(N=C2N1C3C(C(C(O3)CO)O)O)F)N. Synergy scores: CSS=-0.829, Synergy_ZIP=-1.51, Synergy_Bliss=-5.11, Synergy_Loewe=-5.95, Synergy_HSA=-4.98. (6) Drug 1: CCC1(CC2CC(C3=C(CCN(C2)C1)C4=CC=CC=C4N3)(C5=C(C=C6C(=C5)C78CCN9C7C(C=CC9)(C(C(C8N6C=O)(C(=O)OC)O)OC(=O)C)CC)OC)C(=O)OC)O.OS(=O)(=O)O. Synergy scores: CSS=70.1, Synergy_ZIP=8.15, Synergy_Bliss=11.1, Synergy_Loewe=8.81, Synergy_HSA=11.6. Cell line: A498. Drug 2: CC1C(C(CC(O1)OC2CC(CC3=C2C(=C4C(=C3O)C(=O)C5=CC=CC=C5C4=O)O)(C(=O)C)O)N)O. (7) Drug 1: CC(C1=C(C=CC(=C1Cl)F)Cl)OC2=C(N=CC(=C2)C3=CN(N=C3)C4CCNCC4)N. Drug 2: CCC1(CC2CC(C3=C(CCN(C2)C1)C4=CC=CC=C4N3)(C5=C(C=C6C(=C5)C78CCN9C7C(C=CC9)(C(C(C8N6C=O)(C(=O)OC)O)OC(=O)C)CC)OC)C(=O)OC)O.OS(=O)(=O)O. Cell line: NCIH23. Synergy scores: CSS=33.5, Synergy_ZIP=3.70, Synergy_Bliss=8.45, Synergy_Loewe=-1.82, Synergy_HSA=9.61.